This data is from Reaction yield outcomes from USPTO patents with 853,638 reactions. The task is: Predict the reaction yield, written as a fraction of the theoretical maximum amount of product (1.0 means a 100% yield; for example, 0.34 means a 34% yield). (1) The reactants are Cl[C:2]1[N:7]=[C:6]([C:8]2[CH:13]=[CH:12][CH:11]=[CH:10][C:9]=2[F:14])[N:5]=[C:4]2[N:15]([CH3:19])[N:16]=[C:17]([CH3:18])[C:3]=12.[NH2:20][C:21]1[CH:26]=[CH:25][N:24]=[CH:23][CH:22]=1. The catalyst is C(O)(C)C.Cl.O1CCOCC1. The product is [F:14][C:9]1[CH:10]=[CH:11][CH:12]=[CH:13][C:8]=1[C:6]1[N:5]=[C:4]2[N:15]([CH3:19])[N:16]=[C:17]([CH3:18])[C:3]2=[C:2]([NH:20][C:21]2[CH:26]=[CH:25][N:24]=[CH:23][CH:22]=2)[N:7]=1. The yield is 0.810. (2) The reactants are [NH2:1][CH2:2][C@@H:3]([OH:5])[CH3:4].[C:6](O[C:6]([O:8][C:9]([CH3:12])([CH3:11])[CH3:10])=[O:7])([O:8][C:9]([CH3:12])([CH3:11])[CH3:10])=[O:7].C(OCC)(=O)C. The catalyst is CO.O. The product is [C:9]([O:8][C:6](=[O:7])[NH:1][CH2:2][C@@H:3]([OH:5])[CH3:4])([CH3:12])([CH3:11])[CH3:10]. The yield is 0.680. (3) The reactants are [CH2:1]([O:12][CH2:13][CH2:14][O:15][CH2:16][CH2:17][O:18][CH2:19][CH2:20][O:21][C:22]1[CH:36]=[CH:35][C:25]([O:26][CH2:27][C:28]([O:30][C:31]([CH3:34])([CH3:33])[CH3:32])=[O:29])=[CH:24][CH:23]=1)[CH2:2][CH2:3][CH2:4][CH2:5][CH2:6][CH2:7][CH2:8][CH2:9][CH:10]=[CH2:11].[C:37]([OH:40])(=[S:39])[CH3:38]. The catalyst is CO.CC(N=NC(C#N)(C)C)(C#N)C. The product is [O:40]=[C:37]([CH3:38])[S:39][CH2:11][CH2:10][CH2:9][CH2:8][CH2:7][CH2:6][CH2:5][CH2:4][CH2:3][CH2:2][CH2:1][O:12][CH2:13][CH2:14][O:15][CH2:16][CH2:17][O:18][CH2:19][CH2:20][O:21][C:22]1[CH:36]=[CH:35][C:25]([O:26][CH2:27][C:28]([O:30][C:31]([CH3:32])([CH3:34])[CH3:33])=[O:29])=[CH:24][CH:23]=1. The yield is 0.710. (4) The reactants are [Br:1][C:2]1[CH:3]=[C:4]2[C:10](I)=[CH:9][N:8]([S:12]([C:15]3[CH:20]=[CH:19][C:18]([CH3:21])=[CH:17][CH:16]=3)(=[O:14])=[O:13])[C:5]2=[N:6][CH:7]=1.[F:22][C:23]1[CH:28]=[CH:27][C:26](B(O)O)=[CH:25][CH:24]=1.C([O-])([O-])=O.[Na+].[Na+].CCOC(C)=O. The catalyst is CC#N.Cl[Pd](Cl)([P](C1C=CC=CC=1)(C1C=CC=CC=1)C1C=CC=CC=1)[P](C1C=CC=CC=1)(C1C=CC=CC=1)C1C=CC=CC=1. The product is [Br:1][C:2]1[CH:3]=[C:4]2[C:10]([C:26]3[CH:27]=[CH:28][C:23]([F:22])=[CH:24][CH:25]=3)=[CH:9][N:8]([S:12]([C:15]3[CH:20]=[CH:19][C:18]([CH3:21])=[CH:17][CH:16]=3)(=[O:14])=[O:13])[C:5]2=[N:6][CH:7]=1. The yield is 1.12. (5) The reactants are [Br:1][C:2]1[CH:3]=[CH:4][C:5]([CH2:20][CH2:21][OH:22])=[C:6]([C:8]([C:10]2[CH:14]=[C:13]([CH:15]3[O:19][CH2:18][CH2:17][O:16]3)[S:12][CH:11]=2)=[O:9])[CH:7]=1.CO.[BH4-].[Na+]. No catalyst specified. The product is [Br:1][C:2]1[CH:3]=[CH:4][C:5]([CH2:20][CH2:21][OH:22])=[C:6]([CH:8]([C:10]2[CH:14]=[C:13]([CH:15]3[O:19][CH2:18][CH2:17][O:16]3)[S:12][CH:11]=2)[OH:9])[CH:7]=1. The yield is 0.890. (6) The yield is 0.280. The catalyst is O1CCCC1.O.O1CCOCC1. The reactants are O1CCCCC1[N:7]1[C:15]2[C:10](=[CH:11][C:12]([C:16]3[N:20]=[CH:19][N:18](C(C4C=CC=CC=4)(C4C=CC=CC=4)C4C=CC=CC=4)[N:17]=3)=[CH:13][CH:14]=2)[C:9]([C:40]2[CH:41]=[C:42]([CH:47]=[CH:48][CH:49]=2)[C:43]([O:45]C)=O)=[N:8]1.[OH-].[Li+].O[N:53]1[C:57]2[CH:58]=[CH:59][CH:60]=[CH:61][C:56]=2N=N1.[NH2:62][CH2:63]CN1CCCCC1.Cl.C(N=C=NCCCN(C)C)C.Cl. The product is [NH:18]1[CH:19]=[N:20][C:16]([C:12]2[CH:11]=[C:10]3[C:15](=[CH:14][CH:13]=2)[NH:7][N:8]=[C:9]3[C:40]2[CH:41]=[C:42]([C:43]([NH:62][CH2:63][CH2:56][CH:61]3[CH2:60][CH2:59][CH2:58][CH2:57][NH:53]3)=[O:45])[CH:47]=[CH:48][CH:49]=2)=[N:17]1. (7) The reactants are C(OC([N:8]1[CH2:13][CH2:12][CH:11]([N:14]2[C:22]3[CH:21]=[CH:20][N:19]=[CH:18][C:17]=3[C:16]([C:23]3[CH:28]=[CH:27][C:26]([Cl:29])=[CH:25][CH:24]=3)=[N:15]2)[CH2:10][CH2:9]1)=O)(C)(C)C.C(O)(C(F)(F)F)=O. The catalyst is C(Cl)Cl. The product is [Cl:29][C:26]1[CH:27]=[CH:28][C:23]([C:16]2[C:17]3[CH:18]=[N:19][CH:20]=[CH:21][C:22]=3[N:14]([CH:11]3[CH2:12][CH2:13][NH:8][CH2:9][CH2:10]3)[N:15]=2)=[CH:24][CH:25]=1. The yield is 0.502.